From a dataset of Forward reaction prediction with 1.9M reactions from USPTO patents (1976-2016). Predict the product of the given reaction. Given the reactants C1COCC1.[C:6]1([N:12]2[C:16]([C:17]([F:20])([F:19])[F:18])=[C:15]([C:21](O)=[O:22])[CH:14]=[N:13]2)[CH:11]=[CH:10][CH:9]=[CH:8][CH:7]=1.[H-].[Al+3].[Li+].[H-].[H-].[H-].[OH-].[Na+], predict the reaction product. The product is: [C:6]1([N:12]2[C:16]([C:17]([F:20])([F:18])[F:19])=[C:15]([CH2:21][OH:22])[CH:14]=[N:13]2)[CH:7]=[CH:8][CH:9]=[CH:10][CH:11]=1.